Dataset: Full USPTO retrosynthesis dataset with 1.9M reactions from patents (1976-2016). Task: Predict the reactants needed to synthesize the given product. (1) Given the product [ClH:19].[Cl:29][C:21]1[C:20]([Cl:19])=[CH:25][CH:24]=[CH:23][C:22]=1[NH:26][C:27]([NH:1][CH2:2][C@H:3]1[CH2:4][CH2:5][C@@H:6]([NH:9][C:10]2[N:15]=[C:14]([N:16]([CH3:18])[CH3:17])[CH:13]=[CH:12][N:11]=2)[CH2:7][CH2:8]1)=[O:28], predict the reactants needed to synthesize it. The reactants are: [NH2:1][CH2:2][C@@H:3]1[CH2:8][CH2:7][C@H:6]([NH:9][C:10]2[N:15]=[C:14]([N:16]([CH3:18])[CH3:17])[CH:13]=[CH:12][N:11]=2)[CH2:5][CH2:4]1.[Cl:19][C:20]1[CH:25]=[CH:24][CH:23]=[C:22]([N:26]=[C:27]=[O:28])[C:21]=1[Cl:29].O. (2) Given the product [C:1]1([CH:7]([NH:9][C:10]2[S:11][C:12]3[C:18]([N:19]([CH2:39][CH2:34][CH3:35])[CH2:20][CH2:21][CH3:22])=[CH:17][CH:16]=[CH:15][C:13]=3[N:14]=2)[CH3:8])[CH:2]=[CH:3][CH:4]=[CH:5][CH:6]=1, predict the reactants needed to synthesize it. The reactants are: [C:1]1([CH:7]([NH:9][C:10]2[S:11][C:12]3[C:18]([NH2:19])=[CH:17][CH:16]=[CH:15][C:13]=3[N:14]=2)[CH3:8])[CH:6]=[CH:5][CH:4]=[CH:3][CH:2]=1.[CH:20](=O)[CH2:21][CH3:22].C(O[BH-](O[C:34](=O)[CH3:35])OC(=O)C)(=O)C.[Na+].Cl[CH:39](Cl)C. (3) Given the product [F:37][CH:9]([F:8])[CH2:10][NH:11][C:12]1[N:17]=[C:16]2[CH2:18][N:19]([C:2](=[O:1])[CH:4]([F:7])[F:5])[CH2:20][CH2:21][C:15]2=[N:14][C:13]=1[N:22]1[CH2:23][CH2:24][CH:25]([O:28][C:29]2[CH:34]=[CH:33][C:32]([F:35])=[CH:31][C:30]=2[F:36])[CH2:26][CH2:27]1.[C:2]([OH:3])([C:4]([F:7])([F:6])[F:5])=[O:1], predict the reactants needed to synthesize it. The reactants are: [OH:1][C:2]([C:4]([F:7])([F:6])[F:5])=[O:3].[F:8][CH:9]([F:37])[CH2:10][NH:11][C:12]1[N:17]=[C:16]2[CH2:18][NH:19][CH2:20][CH2:21][C:15]2=[N:14][C:13]=1[N:22]1[CH2:27][CH2:26][CH:25]([O:28][C:29]2[CH:34]=[CH:33][C:32]([F:35])=[CH:31][C:30]=2[F:36])[CH2:24][CH2:23]1.CCN(C(C)C)C(C)C.FC(F)C(OC(=O)C(F)F)=O. (4) Given the product [F:18][C:19]1[C:24]([F:25])=[CH:23][C:22]2[NH:26][C:15]([CH2:14][CH:9]3[CH2:10][CH2:11][CH2:12][CH2:13][NH:8]3)=[N:27][C:21]=2[CH:20]=1, predict the reactants needed to synthesize it. The reactants are: C(OC([N:8]1[CH2:13][CH2:12][CH2:11][CH2:10][CH:9]1[CH2:14][C:15](O)=O)=O)(C)(C)C.[F:18][C:19]1[CH:20]=[C:21]([NH2:27])[C:22]([NH2:26])=[CH:23][C:24]=1[F:25].C(=O)([O-])[O-].[K+].[K+]. (5) The reactants are: [NH:1]([C:3]1[CH:12]=[CH:11][CH:10]=[C:9]2[C:4]=1[CH:5]=[CH:6][CH:7]=[N:8]2)[NH2:2].[CH:13]1([CH:19]([C:23]2[CH:28]=[CH:27][CH:26]=[CH:25][CH:24]=2)[C:20](O)=[O:21])[CH2:18][CH2:17][CH2:16][CH2:15][CH2:14]1. Given the product [CH:23]1([CH:19]([C:13]2[CH:14]=[CH:15][CH:16]=[CH:17][CH:18]=2)[C:20]([NH:2][NH:1][C:3]2[CH:12]=[CH:11][CH:10]=[C:9]3[C:4]=2[CH:5]=[CH:6][CH:7]=[N:8]3)=[O:21])[CH2:28][CH2:27][CH2:26][CH2:25][CH2:24]1, predict the reactants needed to synthesize it. (6) Given the product [OH:4][CH2:5][CH2:6][C:7]1[CH:8]=[C:9]2[C:13](=[CH:14][CH:15]=1)[NH:12][CH:11]=[C:10]2[C:16](=[O:33])[CH:17]([NH:24][C:25]1[CH:26]=[N:27][CH:28]=[C:29]([O:31][CH3:32])[CH:30]=1)[C:18]1[CH:19]=[CH:20][CH:21]=[CH:22][CH:23]=1, predict the reactants needed to synthesize it. The reactants are: C([O:4][CH2:5][CH2:6][C:7]1[CH:8]=[C:9]2[C:13](=[CH:14][CH:15]=1)[NH:12][CH:11]=[C:10]2[C:16](=[O:33])[CH:17]([NH:24][C:25]1[CH:26]=[N:27][CH:28]=[C:29]([O:31][CH3:32])[CH:30]=1)[C:18]1[CH:23]=[CH:22][CH:21]=[CH:20][CH:19]=1)(=O)C.C(=O)([O-])[O-].[K+].[K+]. (7) Given the product [C:19]([O:23][C:24](=[O:25])[NH:13][CH:10]1[CH2:11][CH2:12][N:8]([CH2:1][C:2]2[CH:3]=[CH:4][CH:5]=[CH:6][CH:7]=2)[CH2:9]1)([CH3:22])([CH3:21])[CH3:20], predict the reactants needed to synthesize it. The reactants are: [CH2:1]([N:8]1[CH2:12][CH2:11][CH:10]([NH2:13])[CH2:9]1)[C:2]1[CH:7]=[CH:6][CH:5]=[CH:4][CH:3]=1.C(O)(C)(C)C.[C:19]([O:23][C:24](OC([O-])=O)=[O:25])([CH3:22])([CH3:21])[CH3:20].